Dataset: Forward reaction prediction with 1.9M reactions from USPTO patents (1976-2016). Task: Predict the product of the given reaction. Given the reactants [Si]([O:18][CH2:19][C@H:20]([N:22]1[C:27](=[O:28])[CH:26]=[CH:25][N:24]([C:29]2[CH:34]=[CH:33][CH:32]=[C:31]([C:35]([F:38])([F:37])[F:36])[CH:30]=2)[C:23]1=[O:39])[CH3:21])(C(C)(C)C)(C1C=CC=CC=1)C1C=CC=CC=1.Cl, predict the reaction product. The product is: [OH:18][CH2:19][C@H:20]([N:22]1[C:27](=[O:28])[CH:26]=[CH:25][N:24]([C:29]2[CH:34]=[CH:33][CH:32]=[C:31]([C:35]([F:38])([F:36])[F:37])[CH:30]=2)[C:23]1=[O:39])[CH3:21].